Dataset: Peptide-MHC class II binding affinity with 134,281 pairs from IEDB. Task: Regression. Given a peptide amino acid sequence and an MHC pseudo amino acid sequence, predict their binding affinity value. This is MHC class II binding data. (1) The peptide sequence is RAQLHVGAKQENWNT. The MHC is DRB1_1101 with pseudo-sequence DRB1_1101. The binding affinity (normalized) is 0.602. (2) The peptide sequence is EAFVVEFDLPGIK. The MHC is DRB1_0404 with pseudo-sequence DRB1_0404. The binding affinity (normalized) is 0.808.